From a dataset of Full USPTO retrosynthesis dataset with 1.9M reactions from patents (1976-2016). Predict the reactants needed to synthesize the given product. Given the product [CH:1]1[C:13]2[CH:12]([CH2:14][O:15][C:16]([N:18]3[CH2:23][CH2:22][CH:21]([C:24](=[O:25])[CH:31]=[N+:32]=[N-:33])[CH2:20][CH2:19]3)=[O:17])[C:11]3[C:6](=[CH:7][CH:8]=[CH:9][CH:10]=3)[C:5]=2[CH:4]=[CH:3][CH:2]=1, predict the reactants needed to synthesize it. The reactants are: [CH:1]1[C:13]2[CH:12]([CH2:14][O:15][C:16]([N:18]3[CH2:23][CH2:22][CH:21]([C:24](Cl)=[O:25])[CH2:20][CH2:19]3)=[O:17])[C:11]3[C:6](=[CH:7][CH:8]=[CH:9][CH:10]=3)[C:5]=2[CH:4]=[CH:3][CH:2]=1.C[Si]([CH:31]=[N+:32]=[N-:33])(C)C.